From a dataset of Forward reaction prediction with 1.9M reactions from USPTO patents (1976-2016). Predict the product of the given reaction. Given the reactants [H-].[Al+3].[Li+].[H-].[H-].[H-].[NH:7]1[C:15]2[C:10](=[CH:11][CH:12]=[CH:13][CH:14]=2)[C:9]([C:16]#[N:17])=[CH:8]1.O1CCCC1, predict the reaction product. The product is: [NH:7]1[C:15]2[C:10](=[CH:11][CH:12]=[CH:13][CH:14]=2)[C:9]([CH2:16][NH2:17])=[CH:8]1.